From a dataset of Full USPTO retrosynthesis dataset with 1.9M reactions from patents (1976-2016). Predict the reactants needed to synthesize the given product. (1) Given the product [F:9][C:10]1[CH:11]=[C:12]([CH2:13][NH:5][C:4]2[CH:6]=[CH:7][CH:8]=[C:2]([CH3:1])[CH:3]=2)[CH:15]=[C:16]([F:18])[CH:17]=1, predict the reactants needed to synthesize it. The reactants are: [CH3:1][C:2]1[CH:3]=[C:4]([CH:6]=[CH:7][CH:8]=1)[NH2:5].[F:9][C:10]1[CH:11]=[C:12]([CH:15]=[C:16]([F:18])[CH:17]=1)[CH:13]=O.[BH-](OC(C)=O)(OC(C)=O)OC(C)=O.[Na+].C(O)(=O)C. (2) Given the product [CH3:34][O:35][C:36]([C:38]1[C:39]([CH3:74])=[C:40]2[C:45]([NH:46][C:47]3[CH:48]=[CH:49][C:50]([O:53][C:54]4[CH:59]=[CH:58][CH:57]=[CH:56][C:55]=4[O:60][CH3:61])=[CH:51][CH:52]=3)=[C:44]([C:71]#[N:72])[CH:43]=[N:42][N:41]2[CH:73]=1)=[O:37], predict the reactants needed to synthesize it. The reactants are: COC(C1C(C)=C2C(Cl)=C(C#N)C=NN2C=1)=O.COC1C=CC=CC=1OC1C=CC(N)=CC=1.[CH3:34][O:35][C:36]([C:38]1[C:39]([CH3:74])=[C:40]2[C:45]([NH:46][C:47]3[CH:52]=[CH:51][C:50]([O:53][C:54]4[CH:59]=[CH:58][CH:57]=[CH:56][C:55]=4[O:60][C:61](C(OC(C)(C)C)=O)(C)C)=[CH:49][CH:48]=3)=[C:44]([C:71]#[N:72])[CH:43]=[N:42][N:41]2[CH:73]=1)=[O:37]. (3) The reactants are: [O:1]=[C:2]1[NH:7][C:6]2[CH:8]=[C:9]([C:12]3[CH2:18][C@H:17]4[N:14]([C:15](=[O:22])[C@@H:16]4[C@H:19]([OH:21])[CH3:20])[C:13]=3[C:23]([O-:25])=[O:24])[CH:10]=[CH:11][C:5]=2[O:4][CH2:3]1.[Na+].[C:27]([O:33][CH2:34]I)(=[O:32])[C:28]([CH3:31])([CH3:30])[CH3:29].C(OCC)(=O)C. Given the product [O:1]=[C:2]1[NH:7][C:6]2[CH:8]=[C:9]([C:12]3[CH2:18][C@H:17]4[N:14]([C:15](=[O:22])[C@@H:16]4[C@H:19]([OH:21])[CH3:20])[C:13]=3[C:23]([O:25][CH2:34][O:33][C:27](=[O:32])[C:28]([CH3:31])([CH3:30])[CH3:29])=[O:24])[CH:10]=[CH:11][C:5]=2[O:4][CH2:3]1, predict the reactants needed to synthesize it. (4) Given the product [N:31]1[CH:32]=[CH:33][CH:34]=[CH:35][C:30]=1[C:29]1[C:25]([C:18]2[C:19]3[C:20](=[CH:21][N:22]=[CH:23][CH:24]=3)[NH:16][CH:17]=2)=[C:26]2[CH2:38][CH2:37][CH2:36][N:27]2[N:28]=1, predict the reactants needed to synthesize it. The reactants are: C(=O)([O-])[O-].[K+].[K+].C1(S([N:16]2[C:20]3=[CH:21][N:22]=[CH:23][CH:24]=[C:19]3[C:18]([C:25]3[C:29]([C:30]4[CH:35]=[CH:34][CH:33]=[CH:32][N:31]=4)=[N:28][N:27]4[CH2:36][CH2:37][CH2:38][C:26]=34)=[CH:17]2)(=O)=O)C=CC=CC=1. (5) Given the product [F:1][C:2]1[CH:7]=[CH:6][CH:5]=[CH:4][C:3]=1[C:10]1[S:9][CH:13]=[CH:12][CH:11]=1, predict the reactants needed to synthesize it. The reactants are: [F:1][C:2]1[CH:7]=[CH:6][CH:5]=[CH:4][C:3]=1Br.[S:9]1[CH:13]=[CH:12][CH:11]=[C:10]1B(O)O.